Dataset: NCI-60 drug combinations with 297,098 pairs across 59 cell lines. Task: Regression. Given two drug SMILES strings and cell line genomic features, predict the synergy score measuring deviation from expected non-interaction effect. (1) Drug 1: C1=NNC2=C1C(=O)NC=N2. Drug 2: CC1C(C(CC(O1)OC2CC(CC3=C2C(=C4C(=C3O)C(=O)C5=CC=CC=C5C4=O)O)(C(=O)C)O)N)O. Cell line: 786-0. Synergy scores: CSS=57.7, Synergy_ZIP=5.95, Synergy_Bliss=5.98, Synergy_Loewe=-18.5, Synergy_HSA=6.60. (2) Drug 1: CC1=C2C(C(=O)C3(C(CC4C(C3C(C(C2(C)C)(CC1OC(=O)C(C(C5=CC=CC=C5)NC(=O)OC(C)(C)C)O)O)OC(=O)C6=CC=CC=C6)(CO4)OC(=O)C)OC)C)OC. Drug 2: CCCCCOC(=O)NC1=NC(=O)N(C=C1F)C2C(C(C(O2)C)O)O. Cell line: NCI-H226. Synergy scores: CSS=39.6, Synergy_ZIP=6.53, Synergy_Bliss=6.05, Synergy_Loewe=-2.98, Synergy_HSA=6.68. (3) Drug 1: C1=NC2=C(N1)C(=S)N=C(N2)N. Drug 2: CN1C(=O)N2C=NC(=C2N=N1)C(=O)N. Cell line: HOP-62. Synergy scores: CSS=32.7, Synergy_ZIP=4.84, Synergy_Bliss=3.54, Synergy_Loewe=-20.9, Synergy_HSA=-1.10. (4) Drug 1: C1CN1C2=NC(=NC(=N2)N3CC3)N4CC4. Drug 2: CC1C(C(CC(O1)OC2CC(CC3=C2C(=C4C(=C3O)C(=O)C5=C(C4=O)C(=CC=C5)OC)O)(C(=O)C)O)N)O.Cl. Cell line: OVCAR-4. Synergy scores: CSS=21.6, Synergy_ZIP=-8.36, Synergy_Bliss=-6.05, Synergy_Loewe=-11.3, Synergy_HSA=-2.13. (5) Drug 1: CC1CCC2CC(C(=CC=CC=CC(CC(C(=O)C(C(C(=CC(C(=O)CC(OC(=O)C3CCCCN3C(=O)C(=O)C1(O2)O)C(C)CC4CCC(C(C4)OC)OCCO)C)C)O)OC)C)C)C)OC. Drug 2: CN(C(=O)NC(C=O)C(C(C(CO)O)O)O)N=O. Synergy scores: CSS=16.0, Synergy_ZIP=-4.76, Synergy_Bliss=-1.47, Synergy_Loewe=-8.38, Synergy_HSA=0.0584. Cell line: SF-295.